From a dataset of Full USPTO retrosynthesis dataset with 1.9M reactions from patents (1976-2016). Predict the reactants needed to synthesize the given product. (1) Given the product [C:4]([O:3][C:1](=[O:2])[N:8]([CH:9]1[CH2:14][CH2:13][CH:12]([N:15]([C:44]([C:43]2[S:42][C:41]3[C:47]([F:52])=[CH:48][CH:49]=[C:50]([F:51])[C:40]=3[C:39]=2[Cl:38])=[O:45])[CH2:16][C:17]2[CH:18]=[C:19]([C:34]3[CH:35]=[CH:30][CH:31]=[C:32]([S:36][CH3:37])[CH:33]=3)[CH:20]=[CH:21][C:22]=2[O:23][CH3:24])[CH2:11][CH2:10]1)[CH3:28])([CH3:7])([CH3:6])[CH3:5], predict the reactants needed to synthesize it. The reactants are: [C:1]([N:8]([CH3:28])[CH:9]1[CH2:14][CH2:13][CH:12]([NH:15][CH2:16][C:17]2[CH:18]=[C:19](B(O)O)[CH:20]=[CH:21][C:22]=2[O:23][CH3:24])[CH2:11][CH2:10]1)([O:3][C:4]([CH3:7])([CH3:6])[CH3:5])=[O:2].Br[C:30]1[CH:31]=[C:32]([S:36][CH3:37])[CH:33]=[CH:34][CH:35]=1.[Cl:38][C:39]1[C:40]2[C:50]([F:51])=[CH:49][CH:48]=[C:47]([F:52])[C:41]=2[S:42][C:43]=1[C:44](Cl)=[O:45]. (2) Given the product [C:26]([C:10]1[C:11]2[C:16](=[CH:15][C:14]([O:19][CH:20]3[CH2:21][CH2:22][CH2:23][CH2:24][CH2:25]3)=[CH:13][CH:12]=2)[C:17]([OH:18])=[C:8]([C:6]([NH:28][CH2:29][C:30]([OH:32])=[O:31])=[O:7])[N:9]=1)#[N:27], predict the reactants needed to synthesize it. The reactants are: C(O[C:6]([C:8]1[N:9]=[C:10]([C:26]#[N:27])[C:11]2[C:16]([C:17]=1[OH:18])=[CH:15][C:14]([O:19][CH:20]1[CH2:25][CH2:24][CH2:23][CH2:22][CH2:21]1)=[CH:13][CH:12]=2)=[O:7])CCC.[NH2:28][CH2:29][C:30]([OH:32])=[O:31]. (3) Given the product [C:25]([C:8]1[CH:7]=[N:6][N:5]2[CH:28]=[C:2]([C:34]3[CH:33]=[N:32][N:31]([CH2:29][CH3:30])[CH:35]=3)[N:3]=[C:4]2[C:9]=1[NH:10][C@H:11]1[C@@H:15]([CH2:16][F:17])[CH2:14][N:13]([C:18]([O:20][C:21]([CH3:23])([CH3:24])[CH3:22])=[O:19])[CH2:12]1)(=[O:27])[NH2:26], predict the reactants needed to synthesize it. The reactants are: Br[C:2]1[N:3]=[C:4]2[C:9]([NH:10][C@H:11]3[C@@H:15]([CH2:16][F:17])[CH2:14][N:13]([C:18]([O:20][C:21]([CH3:24])([CH3:23])[CH3:22])=[O:19])[CH2:12]3)=[C:8]([C:25](=[O:27])[NH2:26])[CH:7]=[N:6][N:5]2[CH:28]=1.[CH2:29]([N:31]1[CH:35]=[C:34](B2OC(C)(C)C(C)(C)O2)[CH:33]=[N:32]1)[CH3:30].[O-]P([O-])([O-])=O.[K+].[K+].[K+]. (4) The reactants are: C(OC([N:8]1[CH2:13][CH2:12][CH:11]([O:14][C:15]2[CH:20]=[CH:19][C:18]([O:21][CH2:22][CH2:23][CH2:24][N:25]3[CH2:29][CH2:28][CH2:27][C@H:26]3[CH3:30])=[CH:17][CH:16]=2)[CH2:10][CH2:9]1)=O)(C)(C)C.[ClH:31]. Given the product [ClH:31].[ClH:31].[CH3:30][C@@H:26]1[CH2:27][CH2:28][CH2:29][N:25]1[CH2:24][CH2:23][CH2:22][O:21][C:18]1[CH:19]=[CH:20][C:15]([O:14][CH:11]2[CH2:10][CH2:9][NH:8][CH2:13][CH2:12]2)=[CH:16][CH:17]=1, predict the reactants needed to synthesize it. (5) Given the product [CH:19]1([C:17]([NH:16][C:14]2[N:15]=[C:10]3[CH:9]=[CH:8][C:7]([O:6][C:5]4[CH:22]=[CH:23][C:2]([NH:1][C:39]([C:34]5[C:33](=[O:42])[N:32]([C:29]6[CH:30]=[CH:31][C:26]([F:25])=[C:27]([CH3:43])[CH:28]=6)[C:37]([CH3:38])=[CH:36][CH:35]=5)=[O:40])=[CH:3][C:4]=4[F:24])=[CH:12][N:11]3[CH:13]=2)=[O:18])[CH2:21][CH2:20]1, predict the reactants needed to synthesize it. The reactants are: [NH2:1][C:2]1[CH:23]=[CH:22][C:5]([O:6][C:7]2[CH:8]=[CH:9][C:10]3[N:11]([CH:13]=[C:14]([NH:16][C:17]([CH:19]4[CH2:21][CH2:20]4)=[O:18])[N:15]=3)[CH:12]=2)=[C:4]([F:24])[CH:3]=1.[F:25][C:26]1[CH:31]=[CH:30][C:29]([N:32]2[C:37]([CH3:38])=[CH:36][CH:35]=[C:34]([C:39](O)=[O:40])[C:33]2=[O:42])=[CH:28][C:27]=1[CH3:43].CN(C(ON1N=NC2C=CC=NC1=2)=[N+](C)C)C.F[P-](F)(F)(F)(F)F.C(N(CC)C(C)C)(C)C.C(=O)([O-])O.[Na+]. (6) Given the product [CH2:1]([O:3][C:4]1[CH:5]=[C:6]([C:22]([CH3:24])([CH3:23])[C:21]#[N:25])[CH:7]=[CH:8][CH:9]=1)[CH3:2], predict the reactants needed to synthesize it. The reactants are: [CH2:1]([O:3][C:4]1[CH:9]=[CH:8][CH:7]=[C:6](F)[CH:5]=1)[CH3:2].C[Si]([N-][Si](C)(C)C)(C)C.[K+].[C:21](#[N:25])[CH:22]([CH3:24])[CH3:23]. (7) Given the product [Br:24][C:15]1[C:14]2[C:23]3=[C:22]4[C:11](=[CH:12][CH:13]=2)[CH:10]=[CH:9][C:8]([C:5]2[CH:4]=[CH:3][C:2]([CH3:1])=[CH:7][CH:6]=2)=[C:21]4[CH:20]=[CH:19][C:18]3=[CH:17][CH:16]=1, predict the reactants needed to synthesize it. The reactants are: [CH3:1][C:2]1[CH:7]=[CH:6][C:5]([C:8]2[C:21]3[C:22]4=[C:23]5[C:18](=[CH:19][CH:20]=3)[CH:17]=[CH:16][CH:15]=[C:14]5[CH:13]=[CH:12][C:11]4=[CH:10][CH:9]=2)=[CH:4][CH:3]=1.[Br:24]N1C(=O)CCC1=O.CN(C)C=O. (8) Given the product [N+:17]([C:14]1[CH:15]=[CH:16][C:11]([CH2:10][O:6][CH2:5][C:4]([F:8])([F:7])[F:3])=[CH:12][CH:13]=1)([O-:19])=[O:18], predict the reactants needed to synthesize it. The reactants are: [H-].[Na+].[F:3][C:4]([F:8])([F:7])[CH2:5][OH:6].Br[CH2:10][C:11]1[CH:16]=[CH:15][C:14]([N+:17]([O-:19])=[O:18])=[CH:13][CH:12]=1.